Task: Predict the reactants needed to synthesize the given product.. Dataset: Full USPTO retrosynthesis dataset with 1.9M reactions from patents (1976-2016) (1) Given the product [Cl:1][C:2]1[CH:3]=[C:4]([N:8]2[CH2:13][CH2:12][N:11]([C:39]([C:38]3[N:34]([C:28]4[CH:29]=[CH:30][CH:31]=[CH:32][CH:33]=4)[N:35]=[C:36]([C:42]([F:45])([F:44])[F:43])[CH:37]=3)=[O:41])[CH2:10][CH2:9]2)[CH:5]=[CH:6][CH:7]=1, predict the reactants needed to synthesize it. The reactants are: [Cl:1][C:2]1[CH:3]=[C:4]([N:8]2[CH2:13][CH2:12][N:11](C(C3N(C4C=CC=CC=4)N=C(C)C=3)=O)[CH2:10][CH2:9]2)[CH:5]=[CH:6][CH:7]=1.[C:28]1([N:34]2[C:38]([C:39]([OH:41])=O)=[CH:37][C:36]([C:42]([F:45])([F:44])[F:43])=[N:35]2)[CH:33]=[CH:32][CH:31]=[CH:30][CH:29]=1.C1(N2C(C=O)=CC(C(F)(F)F)=N2)C=CC=CC=1. (2) Given the product [Cl:1][C:2]1[CH:7]=[C:6]([Cl:8])[CH:5]=[CH:4][C:3]=1[CH2:9][CH2:10][NH:11][C:13]([NH:12][C:15]1[CH:23]=[CH:22][CH:21]=[C:20]2[C:16]=1[CH:17]=[CH:18][NH:19]2)=[O:14], predict the reactants needed to synthesize it. The reactants are: [Cl:1][C:2]1[CH:7]=[C:6]([Cl:8])[CH:5]=[CH:4][C:3]=1[CH2:9][CH2:10][NH2:11].[N:12]([C:15]1[CH:23]=[CH:22][CH:21]=[C:20]2[C:16]=1[CH:17]=[CH:18][NH:19]2)=[C:13]=[O:14]. (3) Given the product [C:50]([C:16]1[CH:17]=[CH:18][C:13]([CH2:12][N:19]([CH2:32][C:33]2[CH:38]=[CH:37][C:36]([O:39][C:40]3[CH:45]=[C:44]([O:9][CH2:8][CH2:7][C:3]4[CH:2]=[N:1][CH:6]=[CH:5][CH:4]=4)[N:43]=[C:42]([F:47])[CH:41]=3)=[CH:35][CH:34]=2)[C:20]2[C:21]([CH3:31])=[C:22]([NH:26][S:27]([CH3:30])(=[O:29])=[O:28])[CH:23]=[CH:24][CH:25]=2)=[CH:14][CH:15]=1)#[N:51], predict the reactants needed to synthesize it. The reactants are: [N:1]1[CH:6]=[CH:5][CH:4]=[C:3]([CH2:7][CH2:8][OH:9])[CH:2]=1.[H-].[Na+].[CH2:12]([N:19]([CH2:32][C:33]1[CH:38]=[CH:37][C:36]([O:39][C:40]2[CH:45]=[C:44](F)[N:43]=[C:42]([F:47])[CH:41]=2)=[CH:35][CH:34]=1)[C:20]1[C:21]([CH3:31])=[C:22]([NH:26][S:27]([CH3:30])(=[O:29])=[O:28])[CH:23]=[CH:24][CH:25]=1)[C:13]1[CH:18]=[CH:17][CH:16]=[CH:15][CH:14]=1.O.C[C:50]#[N:51]. (4) Given the product [OH:37][B:36]1[C@@H:19]([NH:18][C:16](=[O:17])[CH:15]([C@H:12]2[CH2:13][CH2:14][C@H:9]([NH:8][CH2:51][CH2:52][NH:53][CH3:55])[CH2:10][CH2:11]2)[CH2:49][OH:50])[CH2:20][C:21]2[CH:33]=[CH:32][CH:31]=[C:23]([C:24]([OH:26])=[O:25])[C:22]=2[O:44]1, predict the reactants needed to synthesize it. The reactants are: C(OC([N:8]([CH2:51][CH2:52][N:53]([C:55](OC(C)(C)C)=O)C)[C@H:9]1[CH2:14][CH2:13][C@H:12]([CH:15]([CH2:49][OH:50])[C:16]([NH:18][C@H:19]([B:36]2[O:44]C3C(C)(C4CC(C3)C4(C)C)[O:37]2)[CH2:20][C:21]2[C:22](OC)=[C:23]([CH:31]=[CH:32][CH:33]=2)[C:24]([O:26]C(C)(C)C)=[O:25])=[O:17])[CH2:11][CH2:10]1)=O)(C)(C)C.B(Cl)(Cl)Cl. (5) Given the product [S:14]([Cl:17])([Cl:16])=[O:15].[NH:18]1[C:22]2[CH:23]=[CH:24][CH:25]=[CH:26][C:21]=2[N:20]=[N:19]1.[Cl:8][C:7]1[CH:6]=[CH:5][C:4]([CH:9]2[CH2:11][CH:10]2[CH2:12][Cl:16])=[CH:3][C:2]=1[Cl:1], predict the reactants needed to synthesize it. The reactants are: [Cl:1][C:2]1[CH:3]=[C:4]([CH:9]2[CH2:11][CH:10]2[CH2:12]O)[CH:5]=[CH:6][C:7]=1[Cl:8].[S:14]([Cl:17])([Cl:16])=[O:15].[NH:18]1[C:22]2[CH:23]=[CH:24][CH:25]=[CH:26][C:21]=2[N:20]=[N:19]1. (6) Given the product [Cl:34][C:31]1[CH:30]=[CH:29][C:28]([N:9]2[C:10](=[O:27])[C:11]3[C:16]([S:17]([CH3:20])(=[O:18])=[O:19])=[N:15][N:14]([C:21]4[CH:26]=[CH:25][CH:24]=[CH:23][CH:22]=4)[C:12]=3[N:13]=[C:8]2[C:5]2[CH:4]=[CH:3][C:2]([B:44]3[O:45][C:46]([CH3:51])([CH3:52])[C:47]([CH3:49])([CH3:50])[O:48]3)=[CH:7][CH:6]=2)=[CH:33][CH:32]=1, predict the reactants needed to synthesize it. The reactants are: Br[C:2]1[CH:7]=[CH:6][C:5]([C:8]2[N:9]([C:28]3[CH:33]=[CH:32][C:31]([Cl:34])=[CH:30][CH:29]=3)[C:10](=[O:27])[C:11]3[C:16]([S:17]([CH3:20])(=[O:19])=[O:18])=[N:15][N:14]([C:21]4[CH:26]=[CH:25][CH:24]=[CH:23][CH:22]=4)[C:12]=3[N:13]=2)=[CH:4][CH:3]=1.[B:44]1([B:44]2[O:48][C:47]([CH3:50])([CH3:49])[C:46]([CH3:52])([CH3:51])[O:45]2)[O:48][C:47]([CH3:50])([CH3:49])[C:46]([CH3:52])([CH3:51])[O:45]1.CC([O-])=O.[K+]. (7) Given the product [CH3:50][O:49][C:47](=[O:48])[CH2:46][CH2:45][CH:44]([NH:5][C:6](=[O:37])[C:7]1[CH:12]=[C:11]([Cl:13])[C:10]([O:14][C:15]2[CH:20]=[CH:19][N:18]=[CH:17][C:16]=2[C:21]([N:23]2[C:32]3[C:27](=[CH:28][CH:29]=[CH:30][CH:31]=3)[N:26]([CH:33]3[CH2:34][CH2:35]3)[CH2:25][CH2:24]2)=[O:22])=[CH:9][C:8]=1[Cl:36])[CH2:43][CH2:42][C:41]([O:40][CH3:39])=[O:52], predict the reactants needed to synthesize it. The reactants are: COC(=O)C[NH:5][C:6](=[O:37])[C:7]1[CH:12]=[C:11]([Cl:13])[C:10]([O:14][C:15]2[CH:20]=[CH:19][N:18]=[CH:17][C:16]=2[C:21]([N:23]2[C:32]3[C:27](=[CH:28][CH:29]=[CH:30][CH:31]=3)[N:26]([CH:33]3[CH2:35][CH2:34]3)[CH2:25][CH2:24]2)=[O:22])=[CH:9][C:8]=1[Cl:36].[CH3:39][O:40][C:41](=[O:52])[CH2:42][CH2:43][CH:44](N)[CH2:45][CH2:46][C:47]([O:49][CH3:50])=[O:48]. (8) Given the product [Cl:1][C:2]1[N:7]=[CH:6][N:5]=[C:4]([NH:8][C:9](=[O:17])[NH:18][C:19]2[C:20]([F:33])=[C:21]([NH:26][S:27]([CH2:30][CH2:31][CH3:32])(=[O:29])=[O:28])[CH:22]=[CH:23][C:24]=2[F:25])[CH:3]=1, predict the reactants needed to synthesize it. The reactants are: [Cl:1][C:2]1[N:7]=[CH:6][N:5]=[C:4]([NH:8][C:9](=[O:17])OC2C=CC=CC=2)[CH:3]=1.[NH2:18][C:19]1[C:20]([F:33])=[C:21]([NH:26][S:27]([CH2:30][CH2:31][CH3:32])(=[O:29])=[O:28])[CH:22]=[CH:23][C:24]=1[F:25].ClCCCl.